Task: Predict the reaction yield, written as a fraction of the theoretical maximum amount of product (1.0 means a 100% yield; for example, 0.34 means a 34% yield).. Dataset: Reaction yield outcomes from USPTO patents with 853,638 reactions (1) The yield is 0.890. The catalyst is CC#N. The product is [Cl:1][C:2]1[CH:7]=[CH:6][C:5]([CH3:8])=[CH:4][C:3]=1[O:9][CH3:12]. The reactants are [Cl:1][C:2]1[CH:7]=[CH:6][C:5]([CH3:8])=[CH:4][C:3]=1[OH:9].CI.[C:12]([O-])([O-])=O.[K+].[K+]. (2) The reactants are C1([CH:7]([C:9]2[CH:14]=[CH:13][C:12]([N:15]3[CH:19]=[C:18]([C:20]([F:23])([F:22])[F:21])[CH:17]=[N:16]3)=[CH:11][C:10]=2[CH3:24])[NH2:8])CCCCC1.F[C:26]1[CH:35]=[CH:34][C:29]([C:30]([O:32][CH3:33])=[O:31])=[CH:28][N:27]=1.C(=O)([O-])[O-].[K+].[K+]. The catalyst is CN(C)C=O.O. The product is [CH:9]1([N:8]([CH2:7][C:9]2[CH:14]=[CH:13][C:12]([N:15]3[CH:19]=[C:18]([C:20]([F:21])([F:22])[F:23])[CH:17]=[N:16]3)=[CH:11][C:10]=2[CH3:24])[C:26]2[CH:35]=[CH:34][C:29]([C:30]([O:32][CH3:33])=[O:31])=[CH:28][N:27]=2)[CH2:14][CH2:13][CH2:12][CH2:11][CH2:10]1. The yield is 0.150. (3) The reactants are C([O:4][C@@H:5]1[C@@H:10]([O:11]C(=O)C)[C@@H:9]([CH2:15][O:16]C(=O)C)[O:8][C@H:7]([S:20][C:21]2[CH:26]=[CH:25][C:24](Br)=[CH:23][CH:22]=2)[C@H:6]1CC([O-])=O)(=O)C.[CH3:32][O:33][C:34]([C:36]1[CH:37]=[C:38](B(O)O)[CH:39]=[CH:40][CH:41]=1)=[O:35].C(=O)([O-])[O-:46].[Cs+].[Cs+]. The catalyst is O1CCOCC1.O.C1C=CC([P]([Pd]([P](C2C=CC=CC=2)(C2C=CC=CC=2)C2C=CC=CC=2)([P](C2C=CC=CC=2)(C2C=CC=CC=2)C2C=CC=CC=2)[P](C2C=CC=CC=2)(C2C=CC=CC=2)C2C=CC=CC=2)(C2C=CC=CC=2)C2C=CC=CC=2)=CC=1. The product is [OH:46][C@H:6]1[C@@H:5]([OH:4])[C@H:10]([OH:11])[C@@H:9]([CH2:15][OH:16])[O:8][C@@H:7]1[S:20][C:21]1[CH:22]=[CH:23][C:24]([C:38]2[CH:37]=[C:36]([CH:41]=[CH:40][CH:39]=2)[C:34]([O:33][CH3:32])=[O:35])=[CH:25][CH:26]=1. The yield is 0.630. (4) The reactants are [NH2:1][C@@H:2]1[CH2:6][O:5][CH2:4][C@H:3]1[OH:7].C(=O)([O-])[O-].[Na+].[Na+].O1CCCC1.Cl[C:20]([O:22][CH2:23][C:24]1[CH:29]=[CH:28][CH:27]=[CH:26][CH:25]=1)=[O:21]. The catalyst is O. The product is [OH:7][C@@H:3]1[CH2:4][O:5][CH2:6][C@H:2]1[NH:1][C:20](=[O:21])[O:22][CH2:23][C:24]1[CH:29]=[CH:28][CH:27]=[CH:26][CH:25]=1. The yield is 0.590.